The task is: Predict the reaction yield, written as a fraction of the theoretical maximum amount of product (1.0 means a 100% yield; for example, 0.34 means a 34% yield).. This data is from Reaction yield outcomes from USPTO patents with 853,638 reactions. (1) The reactants are [Br:1][C:2]1[CH:3]=[C:4]([CH2:8][CH2:9][NH2:10])[CH:5]=[CH:6][CH:7]=1.[C:11](O[C:11]([O:13][C:14]([CH3:17])([CH3:16])[CH3:15])=[O:12])([O:13][C:14]([CH3:17])([CH3:16])[CH3:15])=[O:12]. The catalyst is C1COCC1. The product is [Br:1][C:2]1[CH:3]=[C:4]([CH2:8][CH2:9][NH:10][C:11](=[O:12])[O:13][C:14]([CH3:17])([CH3:16])[CH3:15])[CH:5]=[CH:6][CH:7]=1. The yield is 1.03. (2) The reactants are Cl.Cl.[NH2:3][CH:4]([CH2:19][CH:20]1[CH2:25][CH2:24][CH2:23][CH2:22][CH2:21]1)[C:5]([NH:7][C:8]1([C:17]#[N:18])[CH2:13][CH2:12][N:11]([CH2:14]CC)[CH2:10][CH2:9]1)=[O:6].[CH2:26]([N:28](CC)[CH2:29][CH3:30])[CH3:27].C(N(CC)[C:36]([S:38][C:39]#[N:40])=[O:37])C. The catalyst is C(#N)C. The product is [C:17]([C:8]1([NH:7][C:5](=[O:6])[CH:4]([NH:3][C:39]([NH:40][N:28]([CH2:29][CH3:30])[CH2:26][CH3:27])=[S:38]=[C:36]=[O:37])[CH2:19][CH:20]2[CH2:25][CH2:24][CH2:23][CH2:22][CH2:21]2)[CH2:13][CH2:12][N:11]([CH3:14])[CH2:10][CH2:9]1)#[N:18]. The yield is 0.490. (3) The reactants are CCN(C(C)C)C(C)C.Cl[C:11]([O:13][CH3:14])=[O:12].[NH2:15][CH2:16][C:17]1[CH:18]=[C:19]([C:23]2[CH:32]=[C:31]([C:33]([NH:35][CH2:36][C@H:37]3[CH2:42][CH2:41][C@H:40]([CH2:43][NH:44][C:45](=[O:51])[O:46][C:47]([CH3:50])([CH3:49])[CH3:48])[CH2:39][CH2:38]3)=[O:34])[C:30]3[C:25](=[CH:26][CH:27]=[CH:28][CH:29]=3)[N:24]=2)[CH:20]=[CH:21][CH:22]=1. The catalyst is C(Cl)Cl.O.CO. The product is [C:47]([O:46][C:45]([NH:44][CH2:43][C@H:40]1[CH2:41][CH2:42][C@H:37]([CH2:36][NH:35][C:33]([C:31]2[C:30]3[C:25](=[CH:26][CH:27]=[CH:28][CH:29]=3)[N:24]=[C:23]([C:19]3[CH:18]=[C:17]([CH:22]=[CH:21][CH:20]=3)[CH2:16][NH:15][C:11](=[O:12])[O:13][CH3:14])[CH:32]=2)=[O:34])[CH2:38][CH2:39]1)=[O:51])([CH3:48])([CH3:50])[CH3:49]. The yield is 0.880. (4) The reactants are [F:1][C@H:2]1[C@H:7]([C:8]2[CH:13]=[CH:12][C:11]([O:14]C)=[C:10]([F:16])[CH:9]=2)[CH2:6][CH2:5][N:4]([CH:17]2[CH2:21][CH2:20][N:19]([CH2:22][C:23]3[CH:28]=[CH:27][C:26]([CH3:29])=[C:25]([F:30])[CH:24]=3)[C:18]2=[O:31])[CH2:3]1.B(Br)(Br)Br. The catalyst is C(Cl)Cl. The product is [F:1][C@H:2]1[C@H:7]([C:8]2[CH:13]=[CH:12][C:11]([OH:14])=[C:10]([F:16])[CH:9]=2)[CH2:6][CH2:5][N:4]([CH:17]2[CH2:21][CH2:20][N:19]([CH2:22][C:23]3[CH:28]=[CH:27][C:26]([CH3:29])=[C:25]([F:30])[CH:24]=3)[C:18]2=[O:31])[CH2:3]1. The yield is 0.340. (5) The reactants are [F:1][C:2]1[CH:10]=[C:9]2[C:5]([C:6](I)=[CH:7][N:8]2[S:11]([C:14]2[CH:19]=[CH:18][CH:17]=[CH:16][CH:15]=2)(=[O:13])=[O:12])=[CH:4][CH:3]=1.[CH3:21][C:22]1[CH:23]=[N:24][CH:25]=[C:26](B2OC(C)(C)C(C)(C)O2)[CH:27]=1. No catalyst specified. The product is [F:1][C:2]1[CH:10]=[C:9]2[C:5]([C:6]([C:26]3[CH:25]=[N:24][CH:23]=[C:22]([CH3:21])[CH:27]=3)=[CH:7][N:8]2[S:11]([C:14]2[CH:19]=[CH:18][CH:17]=[CH:16][CH:15]=2)(=[O:13])=[O:12])=[CH:4][CH:3]=1. The yield is 0.520. (6) The catalyst is C(Cl)Cl. The reactants are [CH3:1][O:2][C:3]1[C:11]([O:12][CH3:13])=[CH:10][C:6]([C:7]([OH:9])=O)=[C:5]([N+:14]([O-:16])=[O:15])[CH:4]=1.C1C=CC2N(O)N=NC=2C=1.C(Cl)CCl.[NH2:31][C:32]1[CH:37]=[CH:36][C:35]([C:38]([CH3:42])([CH3:41])[C:39]#[N:40])=[CH:34][CH:33]=1. The product is [C:39]([C:38]([CH3:42])([CH3:41])[C:35]1[CH:36]=[CH:37][C:32]([NH:31][C:7](=[O:9])[C:6]2[CH:10]=[C:11]([O:12][CH3:13])[C:3]([O:2][CH3:1])=[CH:4][C:5]=2[N+:14]([O-:16])=[O:15])=[CH:33][CH:34]=1)#[N:40]. The yield is 1.38. (7) The reactants are [C:1]([C:9]1[CH:21]=[CH:20][C:12]([CH2:13][CH:14]2[CH2:18][CH2:17][CH2:16][C:15]2=[O:19])=[CH:11][CH:10]=1)#[C:2][CH2:3][CH2:4][CH2:5][CH2:6][CH2:7][CH3:8]. The catalyst is C(O)=O.[Pd].CO. The product is [CH2:1]([C:9]1[CH:21]=[CH:20][C:12]([CH2:13][CH:14]2[CH2:18][CH2:17][CH2:16][C:15]2=[O:19])=[CH:11][CH:10]=1)[CH2:2][CH2:3][CH2:4][CH2:5][CH2:6][CH2:7][CH3:8]. The yield is 0.980. (8) The reactants are [F:1][CH2:2][C:3]([C:7]1[CH:11]=[C:10]([NH2:12])[O:9][N:8]=1)([CH3:6])[CH2:4][F:5].Cl[C:14]([O:16][C:17]1[CH:22]=[CH:21][CH:20]=[CH:19][CH:18]=1)=[O:15].C([O-])([O-])=O.[K+].[K+]. The catalyst is C1COCC1. The product is [F:1][CH2:2][C:3]([C:7]1[CH:11]=[C:10]([NH:12][C:14](=[O:15])[O:16][C:17]2[CH:22]=[CH:21][CH:20]=[CH:19][CH:18]=2)[O:9][N:8]=1)([CH3:6])[CH2:4][F:5]. The yield is 1.00. (9) The yield is 0.280. The reactants are C(OC([NH:8][CH2:9][CH:10]1[CH2:15][CH2:14][N:13]([C:16]2[N:20]([CH3:21])[N:19]=[CH:18][C:17]=2[NH:22][C:23]([C:25]2[N:26]=[C:27](Br)[S:28][C:29]=2[NH:30]C(=O)OC(C)(C)C)=[O:24])[CH2:12][CH2:11]1)=O)CCC.[C:39]1(B2OC(C)(C)C(C)(C)O2)[CH2:45][CH2:44][CH2:43][CH2:42][CH2:41][CH:40]=1. No catalyst specified. The product is [NH2:30][C:29]1[S:28][C:27]([C:39]2=[CH:40][CH2:41][CH2:42][CH2:43][CH2:44][CH2:45]2)=[N:26][C:25]=1[C:23]([NH:22][C:17]1[CH:18]=[N:19][N:20]([CH3:21])[C:16]=1[N:13]1[CH2:14][CH2:15][CH:10]([CH2:9][NH2:8])[CH2:11][CH2:12]1)=[O:24].